Predict the reactants needed to synthesize the given product. From a dataset of Full USPTO retrosynthesis dataset with 1.9M reactions from patents (1976-2016). (1) Given the product [C:1]([C:3]1[CH:4]=[C:5]([CH2:10][C:11]([O:13][C:14]([CH3:17])([CH3:16])[CH3:15])=[O:12])[CH:6]=[CH:7][C:8]=1[O:31][C:28]1[CH:29]=[CH:30][C:25]([NH:24][C:22](=[O:23])[C:21]2[CH:32]=[CH:33][C:34]([Cl:35])=[C:19]([Cl:18])[CH:20]=2)=[CH:26][CH:27]=1)#[N:2], predict the reactants needed to synthesize it. The reactants are: [C:1]([C:3]1[CH:4]=[C:5]([CH2:10][C:11]([O:13][C:14]([CH3:17])([CH3:16])[CH3:15])=[O:12])[CH:6]=[CH:7][C:8]=1F)#[N:2].[Cl:18][C:19]1[CH:20]=[C:21]([CH:32]=[CH:33][C:34]=1[Cl:35])[C:22]([NH:24][C:25]1[CH:30]=[CH:29][C:28]([OH:31])=[CH:27][CH:26]=1)=[O:23].C(=O)([O-])[O-].[K+].[K+]. (2) Given the product [C:27]1([CH3:37])[CH:32]=[CH:31][C:30]([S:33]([N:6]2[CH2:7][CH2:8][C@@H:9]([C:10]3[CH:11]=[CH:12][CH:13]=[CH:14][CH:15]=3)[C@H:5]2[C:4]([OH:3])=[O:19])(=[O:35])=[O:34])=[CH:29][CH:28]=1, predict the reactants needed to synthesize it. The reactants are: C([O:3][C:4](=[O:19])[C@@H:5]1[C@H:9]([C:10]2[CH:15]=[CH:14][CH:13]=[CH:12][CH:11]=2)[CH2:8][CH2:7][N:6]1C(=O)C)C.Cl.O1CCOCC1.[C:27]1([CH3:37])[CH:32]=[CH:31][C:30]([S:33](Cl)(=[O:35])=[O:34])=[CH:29][CH:28]=1.